The task is: Predict which catalyst facilitates the given reaction.. This data is from Catalyst prediction with 721,799 reactions and 888 catalyst types from USPTO. (1) Reactant: [OH:1][CH2:2][CH2:3][CH2:4][CH2:5][CH2:6][C:7]([O-:9])=[O:8].[K+:10].[OH-].[K+].C1(=O)OCCCCC1. Product: [OH:1][CH2:2][CH2:3][CH2:4][CH2:5][CH2:6][C:7]([O-:9])=[O:8].[K+:10]. The catalyst class is: 5. (2) Reactant: [CH:1]1([N:4]([CH2:26][C:27]2[CH:32]=[C:31]([CH2:33][CH2:34][CH2:35][O:36][CH3:37])[CH:30]=[C:29]([O:38][CH2:39][CH2:40][O:41][CH3:42])[CH:28]=2)[C:5]([C@@H:7]2[C@@:12]([OH:18])([C:13]3[S:14][CH:15]=[CH:16][CH:17]=3)[CH2:11][CH2:10][N:9](C(OC(C)(C)C)=O)[CH2:8]2)=[O:6])[CH2:3][CH2:2]1.Cl. Product: [CH:1]1([N:4]([CH2:26][C:27]2[CH:32]=[C:31]([CH2:33][CH2:34][CH2:35][O:36][CH3:37])[CH:30]=[C:29]([O:38][CH2:39][CH2:40][O:41][CH3:42])[CH:28]=2)[C:5]([CH:7]2[C:12]([OH:18])([C:13]3[S:14][CH:15]=[CH:16][CH:17]=3)[CH2:11][CH2:10][NH:9][CH2:8]2)=[O:6])[CH2:3][CH2:2]1. The catalyst class is: 2.